This data is from Reaction yield outcomes from USPTO patents with 853,638 reactions. The task is: Predict the reaction yield, written as a fraction of the theoretical maximum amount of product (1.0 means a 100% yield; for example, 0.34 means a 34% yield). (1) The reactants are C([O:4][CH2:5][CH2:6][CH:7]([C:9]1[S:10][C:11]([C:14]2[N:19]=[C:18]([NH:20][C:21]3[CH:25]=[C:24]([CH:26]4[CH2:28][CH2:27]4)[NH:23][N:22]=3)[C:17]([C:29]#[CH:30])=[CH:16][N:15]=2)=[CH:12][CH:13]=1)[OH:8])(=O)C.[OH-].[Na+].O.Cl. The catalyst is CO. The product is [CH:26]1([C:24]2[NH:23][N:22]=[C:21]([NH:20][C:18]3[C:17]([C:29]#[CH:30])=[CH:16][N:15]=[C:14]([C:11]4[S:10][C:9]([CH:7]([OH:8])[CH2:6][CH2:5][OH:4])=[CH:13][CH:12]=4)[N:19]=3)[CH:25]=2)[CH2:28][CH2:27]1. The yield is 0.713. (2) The reactants are [NH2:1][C:2]1[C:10]2[C:5](=[N:6][C:7]([O:13][CH2:14][C:15](O)=[O:16])=[C:8]([Cl:12])[C:9]=2[CH3:11])[S:4][C:3]=1[C:18](=[O:23])[NH:19][CH:20]1[CH2:22][CH2:21]1.O.ON1C2C=CC=CC=2N=N1.C(N(CC)C(C)C)(C)C.Cl.CN(C)CCCN=C=NCC.[NH2:56][CH2:57][CH2:58][N:59]1[CH2:64][CH2:63][O:62][CH2:61][CH2:60]1. The catalyst is CCCCCC.CN(C=O)C.C1COCC1. The product is [CH:20]1([NH:19][C:18]([C:3]2[S:4][C:5]3=[N:6][C:7]([O:13][CH2:14][C:15](=[O:16])[NH:56][CH2:57][CH2:58][N:59]4[CH2:64][CH2:63][O:62][CH2:61][CH2:60]4)=[C:8]([Cl:12])[C:9]([CH3:11])=[C:10]3[C:2]=2[NH2:1])=[O:23])[CH2:21][CH2:22]1. The yield is 0.130. (3) The reactants are [Br:1][C:2]1[CH:3]=[C:4]([NH:10]C(=O)C)[CH:5]=[CH:6][C:7]=1[O:8][CH3:9].Cl. The catalyst is CCO. The product is [Br:1][C:2]1[CH:3]=[C:4]([CH:5]=[CH:6][C:7]=1[O:8][CH3:9])[NH2:10]. The yield is 0.870.